Dataset: Full USPTO retrosynthesis dataset with 1.9M reactions from patents (1976-2016). Task: Predict the reactants needed to synthesize the given product. (1) The reactants are: [CH2:1]([N:8]([CH2:21][C:22]1[CH:27]=[CH:26][CH:25]=[CH:24][CH:23]=1)[C:9]1[CH:10]=[C:11]2[C:16](=[C:17](F)[CH:18]=1)[C:15]([NH2:20])=[N:14][CH:13]=[CH:12]2)[C:2]1[CH:7]=[CH:6][CH:5]=[CH:4][CH:3]=1.C(N(CC1C=CC=CC=1)C1C=C2C(=CC=1[F:46])C(=O)NC=C2)C1C=CC=CC=1.N. Given the product [CH2:1]([N:8]([CH2:21][C:22]1[CH:27]=[CH:26][CH:25]=[CH:24][CH:23]=1)[C:9]1[CH:10]=[C:11]2[C:16](=[CH:17][C:18]=1[F:46])[C:15]([NH2:20])=[N:14][CH:13]=[CH:12]2)[C:2]1[CH:7]=[CH:6][CH:5]=[CH:4][CH:3]=1, predict the reactants needed to synthesize it. (2) Given the product [N:8]1([C:1]([N:3]2[CH2:4][CH2:20][C:19]([C:13]3[CH:18]=[CH:17][CH:16]=[CH:15][CH:14]=3)([C:25]3[CH:30]=[CH:29][CH:28]=[CH:27][CH:26]=3)[CH2:6][CH2:7]2)=[S:2])[CH:12]=[CH:11][N:10]=[CH:9]1, predict the reactants needed to synthesize it. The reactants are: [C:1]([N:8]1[CH:12]=[CH:11][N:10]=[CH:9]1)([N:3]1[CH:7]=[CH:6]N=[CH:4]1)=[S:2].[C:13]1([C:19]2([C:25]3[CH:30]=[CH:29][CH:28]=[CH:27][CH:26]=3)CCNC[CH2:20]2)[CH:18]=[CH:17][CH:16]=[CH:15][CH:14]=1.C1CCN2C(=NCCC2)CC1.C(OCC)(=O)C. (3) Given the product [Cl:31][C:32]1[CH:37]=[CH:36][C:35]([CH2:38][S:39]([NH:42][C:28]([CH:25]2[CH2:24][CH2:23][N:22]([C:4]3[C:3]([C:1]#[N:2])=[CH:8][C:7]([C:9]([O:11][CH:12]([CH3:14])[CH3:13])=[O:10])=[C:6]([CH2:15][N:16]4[CH2:20][CH2:19][CH2:18][C:17]4=[O:21])[N:5]=3)[CH2:27][CH2:26]2)=[O:30])(=[O:41])=[O:40])=[C:34]([F:43])[CH:33]=1, predict the reactants needed to synthesize it. The reactants are: [C:1]([C:3]1[C:4]([N:22]2[CH2:27][CH2:26][CH:25]([C:28]([OH:30])=O)[CH2:24][CH2:23]2)=[N:5][C:6]([CH2:15][N:16]2[CH2:20][CH2:19][CH2:18][C:17]2=[O:21])=[C:7]([C:9]([O:11][CH:12]([CH3:14])[CH3:13])=[O:10])[CH:8]=1)#[N:2].[Cl:31][C:32]1[CH:37]=[CH:36][C:35]([CH2:38][S:39]([NH2:42])(=[O:41])=[O:40])=[C:34]([F:43])[CH:33]=1. (4) Given the product [CH:14]1([NH:11][C:2]2[C:3]3[S:22][CH2:21][CH2:20][C:4]=3[N:5]=[C:6]([N:8]3[CH2:13][CH2:12][N:11]([C:14]4[CH:19]=[CH:18][CH:17]=[CH:16][CH:15]=4)[CH2:10][CH2:9]3)[N:7]=2)[CH2:19][CH2:18][CH2:17][CH2:16][CH2:15]1, predict the reactants needed to synthesize it. The reactants are: Cl[C:2]1[C:3]2[S:22][CH2:21][CH2:20][C:4]=2[N:5]=[C:6]([N:8]2[CH2:13][CH2:12][N:11]([C:14]3[CH:19]=[CH:18][CH:17]=[CH:16][CH:15]=3)[CH2:10][CH2:9]2)[N:7]=1. (5) Given the product [CH2:1]([C:8]1[N:12]([CH3:13])[N:11]=[CH:10][C:9]=1[B:15]([OH:20])[OH:16])[C:2]1[CH:7]=[CH:6][CH:5]=[CH:4][CH:3]=1, predict the reactants needed to synthesize it. The reactants are: [CH2:1]([C:8]1[N:12]([CH3:13])[N:11]=[CH:10][C:9]=1Br)[C:2]1[CH:7]=[CH:6][CH:5]=[CH:4][CH:3]=1.[B:15](OC(C)C)([O:20]C(C)C)[O:16]C(C)C.[Li]CCCC. (6) Given the product [CH2:3]([O:5][C:6]([O:8][CH2:14][C:13](=[CH2:12])[CH3:15])([O:9][CH2:10][CH3:11])[CH3:7])[CH3:4], predict the reactants needed to synthesize it. The reactants are: [H-].[Na+].[CH2:3]([O:5][C:6]([O:9][CH2:10][CH3:11])([OH:8])[CH3:7])[CH3:4].[CH2:12](Cl)[C:13](=[CH2:15])[CH3:14]. (7) Given the product [C:6]([C:8]1[CH:13]=[CH:12][CH:11]=[CH:10][CH:9]=1)(=[O:7])[C:5]1[CH:14]=[CH:15][CH:2]=[CH:3][CH:4]=1, predict the reactants needed to synthesize it. The reactants are: N[C:2]1[CH:15]=[CH:14][C:5]([C:6]([C:8]2[CH:13]=[CH:12][CH:11]=[CH:10][CH:9]=2)=[O:7])=[CH:4][CH:3]=1.C(N(CC)CC)C.C1(=O)N(CCCCCC(Cl)=O)C(=O)C=C1.